Predict the reaction yield, written as a fraction of the theoretical maximum amount of product (1.0 means a 100% yield; for example, 0.34 means a 34% yield). From a dataset of Reaction yield outcomes from USPTO patents with 853,638 reactions. The reactants are Cl[C:2]1[C:11]2[C:6](=[CH:7][CH:8]=[C:9]([C:12]3[CH:17]=[CH:16][C:15]([F:18])=[CH:14][CH:13]=3)[CH:10]=2)[N:5]=[CH:4][N:3]=1.[CH2:19]([NH2:24])[CH2:20][CH:21]([CH3:23])[CH3:22]. No catalyst specified. The product is [CH2:19]([NH:24][C:2]1[C:11]2[C:6](=[CH:7][CH:8]=[C:9]([C:12]3[CH:17]=[CH:16][C:15]([F:18])=[CH:14][CH:13]=3)[CH:10]=2)[N:5]=[CH:4][N:3]=1)[CH2:20][CH:21]([CH3:23])[CH3:22]. The yield is 0.750.